Dataset: Forward reaction prediction with 1.9M reactions from USPTO patents (1976-2016). Task: Predict the product of the given reaction. (1) Given the reactants [C:1]([C:3]1[CH:14]=[CH:13][C:6]([CH2:7][CH:8]([C:11]#[N:12])[C:9]#[N:10])=[CH:5][CH:4]=1)#[N:2].[H-].[Na+].Cl[CH:18]=[CH:19][CH:20]([Cl:22])[Cl:21], predict the reaction product. The product is: [C:1]([C:3]1[CH:14]=[CH:13][C:6]([CH2:7][C:8]([CH:18]=[CH:19][CH:20]([Cl:22])[Cl:21])([C:11]#[N:12])[C:9]#[N:10])=[CH:5][CH:4]=1)#[N:2]. (2) Given the reactants [F:1][C:2]1[CH:19]=[CH:18][CH:17]=[CH:16][C:3]=1[CH2:4][O:5][C:6]1[CH:7]=[C:8]([CH:12]=[C:13]([OH:15])[CH:14]=1)[C:9](O)=O.Br[C:21]1[CH:22]=[C:23]([NH2:28])[C:24]([NH2:27])=[N:25][CH:26]=1.CN(C(ON1N=NC2C=CC=CC1=2)=[N+](C)C)C.F[P-](F)(F)(F)(F)F, predict the reaction product. The product is: [F:1][C:2]1[CH:19]=[CH:18][CH:17]=[CH:16][C:3]=1[CH2:4][O:5][C:6]1[CH:14]=[C:13]([OH:15])[CH:12]=[C:8]([C:9]2[NH:28][C:23]3[C:24]([N:27]=2)=[N:25][CH:26]=[CH:21][CH:22]=3)[CH:7]=1. (3) Given the reactants [NH2:1][CH2:2][CH2:3][CH2:4][CH2:5][OH:6].N1C=CC=CC=1.[CH2:13]([O:20][C:21](Cl)=[O:22])[C:14]1[CH:19]=[CH:18][CH:17]=[CH:16][CH:15]=1, predict the reaction product. The product is: [OH:6][CH2:5][CH2:4][CH2:3][CH2:2][NH:1][C:21](=[O:22])[O:20][CH2:13][C:14]1[CH:19]=[CH:18][CH:17]=[CH:16][CH:15]=1. (4) Given the reactants [NH2:1][C@H:2]([C:15]([NH:17][C:18]1[CH:19]=[N:20][N:21]([CH3:24])[C:22]=1[NH2:23])=[O:16])[CH2:3][CH2:4][CH2:5][CH2:6][NH:7][C:8](=[O:14])[O:9][C:10]([CH3:13])([CH3:12])[CH3:11].C(N(CC)CC)C.FC(F)(F)S(N=[C:38]([NH:47][C:48](=[O:54])[O:49][C:50]([CH3:53])([CH3:52])[CH3:51])[NH:39][C:40](=[O:46])[O:41][C:42]([CH3:45])([CH3:44])[CH3:43])(=O)=O, predict the reaction product. The product is: [C:50]([O:49][C:48]([N:47]=[C:38]([NH:39][C:40]([O:41][C:42]([CH3:45])([CH3:44])[CH3:43])=[O:46])[NH:1][C@H:2]([C:15]([NH:17][C:18]1[CH:19]=[N:20][N:21]([CH3:24])[C:22]=1[NH2:23])=[O:16])[CH2:3][CH2:4][CH2:5][CH2:6][NH:7][C:8](=[O:14])[O:9][C:10]([CH3:13])([CH3:12])[CH3:11])=[O:54])([CH3:53])([CH3:52])[CH3:51]. (5) Given the reactants Cl[C:2]1[N:3]=[C:4]([N:15]2[CH2:20][CH2:19][O:18][CH2:17][C@@H:16]2[CH3:21])[C:5]2[CH2:10][N:9]([CH2:11][CH:12]3[CH2:14][CH2:13]3)[CH2:8][C:6]=2[N:7]=1.[CH2:22]([NH:25][C:26]([NH:28][C:29]1[CH:34]=[CH:33][C:32](B2OC(C)(C)C(C)(C)O2)=[CH:31][CH:30]=1)=[O:27])[CH2:23][CH3:24], predict the reaction product. The product is: [CH:12]1([CH2:11][N:9]2[CH2:10][C:5]3[C:4]([N:15]4[CH2:20][CH2:19][O:18][CH2:17][C@@H:16]4[CH3:21])=[N:3][C:2]([C:32]4[CH:31]=[CH:30][C:29]([NH:28][C:26]([NH:25][CH2:22][CH2:23][CH3:24])=[O:27])=[CH:34][CH:33]=4)=[N:7][C:6]=3[CH2:8]2)[CH2:14][CH2:13]1. (6) Given the reactants [CH3:1][N:2]1[C:9]([C:10]([F:13])([F:12])[F:11])=[CH:8][C:6](=[O:7])[N:5]([C:14]2[CH:15]=[CH:16][C:17]3[S:21][N:20]=[C:19]([CH:22]4[O:26][CH:25]([CH2:27][S:28][CH3:29])[CH2:24][O:23]4)[C:18]=3[CH:30]=2)[C:3]1=[O:4].ClC1C=CC=C(C(OO)=[O:39])C=1, predict the reaction product. The product is: [CH3:1][N:2]1[C:9]([C:10]([F:11])([F:12])[F:13])=[CH:8][C:6](=[O:7])[N:5]([C:14]2[CH:15]=[CH:16][C:17]3[S:21][N:20]=[C:19]([CH:22]4[O:26][CH:25]([CH2:27][S:28]([CH3:29])=[O:39])[CH2:24][O:23]4)[C:18]=3[CH:30]=2)[C:3]1=[O:4]. (7) Given the reactants [BH4-].[Na+].[C:3]([N:10]1[CH2:15][CH2:14][C:13](=[O:16])[CH2:12][CH2:11]1)([O:5][C:6]([CH3:9])([CH3:8])[CH3:7])=[O:4], predict the reaction product. The product is: [OH:16][CH:13]1[CH2:12][CH2:11][N:10]([C:3]([O:5][C:6]([CH3:9])([CH3:8])[CH3:7])=[O:4])[CH2:15][CH2:14]1.